From a dataset of Full USPTO retrosynthesis dataset with 1.9M reactions from patents (1976-2016). Predict the reactants needed to synthesize the given product. (1) Given the product [Cl:1][C:2]1[N:6]2[CH:7]=[C:8]([O:15][CH2:26][CH3:27])[CH:9]=[C:10]([C:11]([F:12])([F:14])[F:13])[C:5]2=[N:4][C:3]=1[C:16]([O:18][CH3:19])=[O:17], predict the reactants needed to synthesize it. The reactants are: [Cl:1][C:2]1[N:6]2[CH:7]=[C:8]([OH:15])[CH:9]=[C:10]([C:11]([F:14])([F:13])[F:12])[C:5]2=[N:4][C:3]=1[C:16]([O:18][CH3:19])=[O:17].C(=O)([O-])[O-].[K+].[K+].[CH2:26](I)[CH3:27]. (2) Given the product [Cl:1][C:2]1[CH:3]=[CH:4][C:5]([CH2:6][N:7]2[C:12](=[N:13][C:14]3[CH:19]=[CH:18][C:17]([O:20][CH:21]([CH3:22])[CH3:23])=[C:16]([F:24])[CH:15]=3)[NH:11][C:10](=[O:25])[N:9]([CH2:26][C:27]3[NH:30][C:34](=[O:35])[O:29][N:28]=3)[C:8]2=[O:31])=[CH:32][CH:33]=1, predict the reactants needed to synthesize it. The reactants are: [Cl:1][C:2]1[CH:33]=[CH:32][C:5]([CH2:6][N:7]2[C:12](=[N:13][C:14]3[CH:19]=[CH:18][C:17]([O:20][CH:21]([CH3:23])[CH3:22])=[C:16]([F:24])[CH:15]=3)[NH:11][C:10](=[O:25])[N:9]([CH2:26][C:27]([NH2:30])=[N:28][OH:29])[C:8]2=[O:31])=[CH:4][CH:3]=1.[C:34](Cl)(=O)[O:35]CC. (3) Given the product [CH2:50]=[C:47]1[CH2:48][CH2:49][CH:44]([C:31]2[CH:32]=[CH:33][C:34]([OH:51])=[CH:35][C:30]=2[OH:29])[CH2:45][CH2:46]1, predict the reactants needed to synthesize it. The reactants are: [F-].C([N+](CCCC)(CCCC)CCCC)CCC.C(C[Si]([O:29][C:30]1[CH:35]=[CH:34][CH:33]=[C:32](O[Si](C(C)(C)C)(C)C)[C:31]=1[CH:44]1[CH2:49][CH2:48][C:47](=[CH2:50])[CH2:46][CH2:45]1)(C(C)C)C)(C)(C)C.[O:51]1CCCC1. (4) Given the product [CH2:12]([NH:11][C:9]([NH:8][C:6]1[N:5]=[CH:4][C:3]([C:14]2[CH:15]=[N:16][CH:17]=[C:18]([C:20]3[O:21][C:22](=[O:25])[NH:23][N:24]=3)[CH:19]=2)=[C:2]([C:27]#[C:26][Si:28]([CH3:31])([CH3:30])[CH3:29])[CH:7]=1)=[O:10])[CH3:13], predict the reactants needed to synthesize it. The reactants are: Br[C:2]1[CH:7]=[C:6]([NH:8][C:9]([NH:11][CH2:12][CH3:13])=[O:10])[N:5]=[CH:4][C:3]=1[C:14]1[CH:15]=[N:16][CH:17]=[C:18]([C:20]2[O:21][C:22](=[O:25])[NH:23][N:24]=2)[CH:19]=1.[C:26]([Si:28]([CH3:31])([CH3:30])[CH3:29])#[CH:27].CCN(CC)CC. (5) Given the product [Cl:15][C:16]1[CH:21]=[C:20]([C:2]#[C:1][C:3]2[C:4]([C:9]3[CH:14]=[CH:13][CH:12]=[CH:11][CH:10]=3)=[N:5][O:6][C:7]=2[CH3:8])[CH:19]=[CH:18][N:17]=1, predict the reactants needed to synthesize it. The reactants are: [C:1]([C:3]1[C:4]([C:9]2[CH:14]=[CH:13][CH:12]=[CH:11][CH:10]=2)=[N:5][O:6][C:7]=1[CH3:8])#[CH:2].[Cl:15][C:16]1[CH:21]=[C:20](I)[CH:19]=[CH:18][N:17]=1.C(N(CC)CC)C. (6) The reactants are: Br[C:2]1[CH:7]=[CH:6][C:5]([C:8]2[O:12][N:11]=[C:10]([CH3:13])[C:9]=2[NH:14][C:15]([NH:17][C:18]([CH3:21])([CH3:20])[CH3:19])=[O:16])=[CH:4][CH:3]=1.[CH2:22]([O:24][C:25]([C:27]1([C:30]2[CH:35]=[CH:34][C:33](B3OC(C)(C)C(C)(C)O3)=[CH:32][CH:31]=2)[CH2:29][CH2:28]1)=[O:26])[CH3:23]. Given the product [CH2:22]([O:24][C:25]([C:27]1([C:30]2[CH:35]=[CH:34][C:33]([C:2]3[CH:7]=[CH:6][C:5]([C:8]4[O:12][N:11]=[C:10]([CH3:13])[C:9]=4[NH:14][C:15]([NH:17][C:18]([CH3:21])([CH3:20])[CH3:19])=[O:16])=[CH:4][CH:3]=3)=[CH:32][CH:31]=2)[CH2:28][CH2:29]1)=[O:26])[CH3:23], predict the reactants needed to synthesize it. (7) Given the product [C:2]1([CH3:1])[CH:7]=[CH:6][C:5]([C@@H:8]([NH:10][C:27]([C@H:24]2[CH2:23][CH2:22][C@@H:21]([NH:20][C:15]3[N:14]=[C:13]([N:12]([CH3:30])[CH3:11])[C:18]([CH3:19])=[CH:17][N:16]=3)[CH2:26][CH2:25]2)=[O:28])[CH3:9])=[CH:4][CH:3]=1, predict the reactants needed to synthesize it. The reactants are: [CH3:1][C:2]1[CH:7]=[CH:6][C:5]([C@@H:8]([NH2:10])[CH3:9])=[CH:4][CH:3]=1.[CH3:11][N:12]([CH3:30])[C:13]1[C:18]([CH3:19])=[CH:17][N:16]=[C:15]([NH:20][C@@H:21]2[CH2:26][CH2:25][C@H:24]([C:27](O)=[O:28])[CH2:23][CH2:22]2)[N:14]=1.CN(C(ON1N=NC2C=CC=NC1=2)=[N+](C)C)C.F[P-](F)(F)(F)(F)F. (8) Given the product [F:5][CH:3]([F:4])[C:2]1[C:17]([C:18]([O:20][CH2:21][CH3:22])=[O:19])=[CH:23][N:25]([CH3:24])[N:7]=1, predict the reactants needed to synthesize it. The reactants are: F[C:2]([N:7](C)C)(F)[CH:3]([F:5])[F:4].B(F)(F)F.CN([C:17](=[CH2:23])[C:18]([O:20][CH2:21][CH3:22])=[O:19])C.[CH3:24][NH:25]N.